Dataset: Reaction yield outcomes from USPTO patents with 853,638 reactions. Task: Predict the reaction yield, written as a fraction of the theoretical maximum amount of product (1.0 means a 100% yield; for example, 0.34 means a 34% yield). (1) The reactants are [Br:1][C:2]1[CH:7]=[CH:6][C:5]([C@@H:8]([N:10]2[CH2:15][CH2:14][C@@:13]([CH2:22][CH2:23]CS([O-])(=O)=O)([C:16]3[CH:21]=[CH:20][CH:19]=[CH:18][CH:17]=3)[O:12][C:11]2=[O:29])[CH3:9])=[CH:4][CH:3]=1.C([O-])([O-])=O.[K+].[K+].[S:36]1(=[O:42])(=[O:41])[CH2:40][CH2:39][CH2:38][NH:37]1. The catalyst is C(#N)C. The product is [Br:1][C:2]1[CH:7]=[CH:6][C:5]([C@@H:8]([N:10]2[CH2:15][CH2:14][C@:13]([CH2:22][CH2:23][N:37]3[CH2:38][CH2:39][CH2:40][S:36]3(=[O:42])=[O:41])([C:16]3[CH:21]=[CH:20][CH:19]=[CH:18][CH:17]=3)[O:12][C:11]2=[O:29])[CH3:9])=[CH:4][CH:3]=1. The yield is 0.0100. (2) The reactants are [CH2:1]([C:3]1[N:4]([CH2:11][CH2:12][O:13][C:14]2[CH:25]=[CH:24][C:17]([CH2:18][N:19]([OH:23])[C:20]([NH2:22])=[O:21])=[CH:16][CH:15]=2)[C:5](=[O:10])[CH:6]=[C:7]([CH3:9])[N:8]=1)[CH3:2].[OH-].[Na+].Cl[C:29](OCC)=[O:30]. The catalyst is O. The product is [CH2:1]([C:3]1[N:4]([CH2:11][CH2:12][O:13][C:14]2[CH:15]=[CH:16][C:17]([CH2:18][N:19]3[C:20](=[O:21])[NH:22][C:29](=[O:30])[O:23]3)=[CH:24][CH:25]=2)[C:5](=[O:10])[CH:6]=[C:7]([CH3:9])[N:8]=1)[CH3:2]. The yield is 0.760. (3) The reactants are [NH2:1][C:2]1[CH:3]=[C:4]([N:8]([CH2:16][C:17]2[CH:22]=[CH:21][CH:20]=[C:19]([O:23][C:24]([F:29])([F:28])[CH:25]([F:27])[F:26])[CH:18]=2)[CH2:9][CH:10]([OH:15])[C:11]([F:14])([F:13])[F:12])[CH:5]=[CH:6][CH:7]=1.C(O)(=O)C.[CH:34](=O)[CH:35]([CH3:37])[CH3:36].[BH-](OC(C)=O)(OC(C)=O)OC(C)=O.[Na+]. The catalyst is ClC(Cl)C. The product is [CH3:34][CH:35]([CH3:37])[CH2:36][NH:1][C:2]1[CH:3]=[C:4]([N:8]([CH2:16][C:17]2[CH:22]=[CH:21][CH:20]=[C:19]([O:23][C:24]([F:28])([F:29])[CH:25]([F:26])[F:27])[CH:18]=2)[CH2:9][CH:10]([OH:15])[C:11]([F:14])([F:13])[F:12])[CH:5]=[CH:6][CH:7]=1. The yield is 0.290. (4) The reactants are [CH2:1]([O:8][C:9]1[C:14]2[CH2:15][CH2:16][O:17][C:13]=2[CH:12]=[C:11]([CH:18]=O)[CH:10]=1)[C:2]1[CH:7]=[CH:6][CH:5]=[CH:4][CH:3]=1.[C:20]([CH2:22][C:23]([O:25][CH2:26][CH3:27])=[O:24])#[N:21].C1(C)C=CC=CC=1. The catalyst is N1CCCCC1.O. The product is [CH2:1]([O:8][C:9]1[C:14]2[CH2:15][CH2:16][O:17][C:13]=2[CH:12]=[C:11]([CH:18]=[C:22]([C:20]#[N:21])[C:23]([O:25][CH2:26][CH3:27])=[O:24])[CH:10]=1)[C:2]1[CH:3]=[CH:4][CH:5]=[CH:6][CH:7]=1. The yield is 0.960. (5) The reactants are [F:1][C:2]1[CH:3]=[CH:4][C:5]([OH:28])=[C:6]([C:8]2[CH:13]=[CH:12][CH:11]=[C:10]([S:14]([NH:17][C:18]3[CH:26]=[CH:25][C:21]([C:22]([OH:24])=[O:23])=[C:20]([OH:27])[CH:19]=3)(=[O:16])=[O:15])[CH:9]=2)[CH:7]=1.[CH3:29][O:30][CH2:31][CH:32](O)[CH2:33][CH3:34]. No catalyst specified. The product is [F:1][C:2]1[CH:3]=[CH:4][C:5]([OH:28])=[C:6]([C:8]2[CH:13]=[CH:12][CH:11]=[C:10]([S:14]([NH:17][C:18]3[CH:26]=[CH:25][C:21]([C:22]([O:24][CH:32]([CH2:31][O:30][CH3:29])[CH2:33][CH3:34])=[O:23])=[C:20]([OH:27])[CH:19]=3)(=[O:15])=[O:16])[CH:9]=2)[CH:7]=1. The yield is 0.180. (6) The reactants are Cl.C(O[C:7](=O)[N:8]([CH:10]1[CH2:15][CH2:14][CH:13]([N:16]([C:34]([C:36]2[S:40][C:39]3[CH:41]=[CH:42][CH:43]=[CH:44][C:38]=3[C:37]=2[Cl:45])=[O:35])[CH2:17][C:18]2[CH:19]=[C:20]([C:26]3[CH:31]=[CH:30][C:29]([C:32]#[N:33])=[CH:28][CH:27]=3)[C:21]([O:24][CH3:25])=[CH:22][CH:23]=2)[CH2:12][CH2:11]1)C)(C)(C)C.C(O)C. The catalyst is C(OC)(C)(C)C. The product is [ClH:45].[C:32]([C:29]1[CH:30]=[CH:31][C:26]([C:20]2[C:21]([O:24][CH3:25])=[CH:22][CH:23]=[C:18]([CH2:17][N:16]([CH:13]3[CH2:12][CH2:11][CH:10]([NH:8][CH3:7])[CH2:15][CH2:14]3)[C:34]([C:36]3[S:40][C:39]4[CH:41]=[CH:42][CH:43]=[CH:44][C:38]=4[C:37]=3[Cl:45])=[O:35])[CH:19]=2)=[CH:27][CH:28]=1)#[N:33]. The yield is 0.990.